This data is from Forward reaction prediction with 1.9M reactions from USPTO patents (1976-2016). The task is: Predict the product of the given reaction. Given the reactants CN(C)/[CH:3]=[CH:4]/[C:5]([C:7]1[CH:8]=[C:9]2[C:18](=[CH:19][CH:20]=1)[C:17]1[N:13]([CH:14]=[C:15]([C:21]3[N:25]([CH2:26][CH:27]([O:29][CH3:30])[CH3:28])[N:24]=[CH:23][N:22]=3)[N:16]=1)[CH2:12][CH2:11][O:10]2)=O.[NH:32]([CH:34]1[CH2:39][CH2:38][N:37]([C:40]([O:42][C:43]([CH3:46])([CH3:45])[CH3:44])=[O:41])[CH2:36][CH2:35]1)[NH2:33].CCN(C(C)C)C(C)C, predict the reaction product. The product is: [C:43]([O:42]1[CH2:36][CH2:35][CH:34]([N:32]2[C:5]([C:7]3[CH:8]=[C:9]4[C:18](=[CH:19][CH:20]=3)[C:17]3[N:13]([CH:14]=[C:15]([C:21]5[N:25]([CH2:26][CH:27]([O:29][CH3:30])[CH3:28])[N:24]=[CH:23][N:22]=5)[N:16]=3)[CH2:12][CH2:11][O:10]4)=[CH:4][CH:3]=[N:33]2)[CH2:39][CH2:38][NH:37][C:40]1=[O:41])([CH3:46])([CH3:45])[CH3:44].